This data is from Full USPTO retrosynthesis dataset with 1.9M reactions from patents (1976-2016). The task is: Predict the reactants needed to synthesize the given product. Given the product [CH3:1][O:2][CH2:3][O:4][C:5]1[CH:12]=[CH:11][C:8]([CH:9]=[C:37]([C:15](=[O:16])[NH:17][CH2:18][CH2:19][CH2:20][CH2:21][CH2:22][CH2:23][CH2:24][CH2:25][CH3:26])[C:36]([O:39][CH3:31])=[O:38])=[CH:7][CH:6]=1, predict the reactants needed to synthesize it. The reactants are: [CH3:1][O:2][CH2:3][O:4][C:5]1[CH:12]=[CH:11][C:8]([CH:9]=O)=[CH:7][CH:6]=1.CC(C(N)=O)[C:15]([NH:17][CH2:18][CH2:19][CH2:20][CH2:21][CH2:22][CH2:23][CH2:24][CH2:25][CH3:26])=[O:16].N1CCCC[CH2:31]1.[C:36]([OH:39])(=[O:38])[CH3:37].